Dataset: Full USPTO retrosynthesis dataset with 1.9M reactions from patents (1976-2016). Task: Predict the reactants needed to synthesize the given product. (1) Given the product [ClH:1].[Cl:21][C:22]1[CH:23]=[C:24]([NH:25][C:2]2[C:7]3[CH:8]=[C:9]([CH3:12])[N:10]([CH3:11])[C:6]=3[C:5]([C:13]([N:15]3[CH2:20][CH2:19][O:18][CH2:17][CH2:16]3)=[O:14])=[CH:4][N:3]=2)[CH:26]=[CH:27][CH:28]=1, predict the reactants needed to synthesize it. The reactants are: [Cl:1][C:2]1[C:7]2[CH:8]=[C:9]([CH3:12])[N:10]([CH3:11])[C:6]=2[C:5]([C:13]([N:15]2[CH2:20][CH2:19][O:18][CH2:17][CH2:16]2)=[O:14])=[CH:4][N:3]=1.[Cl:21][C:22]1[CH:23]=[C:24]([CH:26]=[CH:27][CH:28]=1)[NH2:25].CS(O)(=O)=O.Cl. (2) Given the product [CH3:10][O:11][C:12]1[CH:17]=[CH:16][CH:15]=[CH:14][C:13]=1[N:18]1[CH2:19][CH2:20][N:21]([CH2:24][C@H:25]([NH2:26])[CH3:1])[CH2:22][CH2:23]1, predict the reactants needed to synthesize it. The reactants are: [CH2:1](N(CC)CC)C.B.Cl.[CH3:10][O:11][C:12]1[CH:17]=[CH:16][CH:15]=[CH:14][C:13]=1[N:18]1[CH2:23][CH2:22][N:21]([CH2:24][CH2:25][NH2:26])[CH2:20][CH2:19]1.